This data is from Catalyst prediction with 721,799 reactions and 888 catalyst types from USPTO. The task is: Predict which catalyst facilitates the given reaction. (1) Reactant: [NH2:1][C:2]1[N:7]=[C:6]([C:8]([O:10]C)=O)[CH:5]=[C:4]([NH:12][C:13]2[CH:18]=[CH:17][C:16]([O:19][C:20]3[CH:25]=[CH:24][N:23]=[C:22]4[NH:26][CH:27]=[CH:28][C:21]=34)=[C:15]([F:29])[CH:14]=2)[N:3]=1.[OH-].[Na+].Cl.CN(C(ON1N=[N:48][C:43]2C=[CH:45][CH:46]=[N:47][C:42]1=2)=[N+](C)C)C.F[P-](F)(F)(F)(F)F.C1C=NC2N(O)N=NC=2C=1.C(N(C(C)C)CC)(C)C.N1CCNCC1. Product: [F:29][C:15]1[CH:14]=[C:13]([NH:12][C:4]2[CH:5]=[C:6]([C:8]([N:47]3[CH2:42][CH2:43][NH:48][CH2:45][CH2:46]3)=[O:10])[N:7]=[C:2]([NH2:1])[N:3]=2)[CH:18]=[CH:17][C:16]=1[O:19][C:20]1[CH:25]=[CH:24][N:23]=[C:22]2[NH:26][CH:27]=[CH:28][C:21]=12. The catalyst class is: 6. (2) Reactant: [CH3:1][O:2][CH:3]1[CH2:25][CH2:24][C:6]2([CH2:14][C:13]3[C:8](=[CH:9][C:10]([C:15]4[CH:16]=[C:17]([CH:20]=[CH:21][CH:22]=4)[C:18]#[N:19])=[CH:11][CH:12]=3)[C:7]2=O)[CH2:5][CH2:4]1.C[Si]([N:30]=[C:31]=[N:32][Si](C)(C)C)(C)C. The catalyst class is: 388. Product: [C:18]([C:17]1[CH:16]=[C:15]([C:10]2[CH:9]=[C:8]3[C:13](=[CH:12][CH:11]=2)[CH2:14][C:6]2([CH2:5][CH2:4][CH:3]([O:2][CH3:1])[CH2:25][CH2:24]2)/[C:7]/3=[N:32]\[C:31]#[N:30])[CH:22]=[CH:21][CH:20]=1)#[N:19]. (3) Reactant: [Cl:1][C:2]1[CH:21]=[CH:20][C:5]2[N:6]([CH:11]3[CH2:19][C:13]4([CH2:16][S:15](=[O:18])(=[O:17])[CH2:14]4)[CH2:12]3)[C:7]([CH2:9]Cl)=[N:8][C:4]=2[CH:3]=1.[NH:22]1[C:26]2=[CH:27][N:28]=[CH:29][CH:30]=[C:25]2[C:24]2([CH2:32][CH2:31]2)[C:23]1=[O:33].C(=O)([O-])[O-].[Cs+].[Cs+]. Product: [Cl:1][C:2]1[CH:21]=[CH:20][C:5]2[N:6]([CH:11]3[CH2:12][C:13]4([CH2:16][S:15](=[O:18])(=[O:17])[CH2:14]4)[CH2:19]3)[C:7]([CH2:9][N:22]3[C:26]4=[CH:27][N:28]=[CH:29][CH:30]=[C:25]4[C:24]4([CH2:31][CH2:32]4)[C:23]3=[O:33])=[N:8][C:4]=2[CH:3]=1. The catalyst class is: 10. (4) Reactant: [CH3:1][CH:2]([O:4][C:5]([CH:7]1[CH:12]([CH3:13])[CH2:11][C:10]([OH:19])([C:14]2[S:15][CH:16]=[CH:17][N:18]=2)[CH2:9][CH:8]1[CH3:20])=[O:6])[CH3:3].C1C(=O)N([Br:28])C(=O)C1.S([O-])([O-])=O.[Na+].[Na+].CCOC(C)=O. Product: [CH3:3][CH:2]([O:4][C:5]([CH:7]1[CH:8]([CH3:20])[CH2:9][C:10]([C:14]2[S:15][C:16]([Br:28])=[CH:17][N:18]=2)([OH:19])[CH2:11][CH:12]1[CH3:13])=[O:6])[CH3:1]. The catalyst class is: 18. (5) Reactant: [Br:1][C:2]1[CH:7]=[C:6]([Cl:8])[CH:5]=[C:4]([Cl:9])[C:3]=1[OH:10].C([O-])([O-])=O.[K+].[K+].[F:17][CH:18]([F:25])[CH2:19]OS(C)(=O)=O. Product: [Br:1][C:2]1[CH:7]=[C:6]([Cl:8])[CH:5]=[C:4]([Cl:9])[C:3]=1[O:10][CH2:19][CH:18]([F:25])[F:17]. The catalyst class is: 3. (6) Reactant: [O:1]=[C:2]1[C@@H:8]([NH:9]C(=O)OCC2C=CC=CC=2)[CH2:7][CH2:6][S:5][C@H:4]2[CH2:20][CH2:21][C@H:22]([C:24]([F:27])([F:26])[F:25])[CH2:23][N:3]12.I[Si](C)(C)C. Product: [NH2:9][C@H:8]1[CH2:7][CH2:6][S:5][C@H:4]2[CH2:20][CH2:21][C@H:22]([C:24]([F:26])([F:25])[F:27])[CH2:23][N:3]2[C:2]1=[O:1]. The catalyst class is: 2. (7) Reactant: [F:1][C:2]1[CH:3]=[C:4](B(O)O)[CH:5]=[C:6]([F:9])[C:7]=1[F:8].Br[C:14]([C:16]([F:19])([F:18])[F:17])=[CH2:15].C([O-])([O-])=O.[Na+].[Na+]. Product: [F:1][C:2]1[CH:3]=[C:4]([C:14]([C:16]([F:19])([F:18])[F:17])=[CH2:15])[CH:5]=[C:6]([F:9])[C:7]=1[F:8]. The catalyst class is: 622. (8) Reactant: [CH2:1]([O:8][C:9]([C:11]1[CH:20]=[CH:19][C:18]2[C:13](=[CH:14][CH:15]=[C:16]([CH2:21][OH:22])[CH:17]=2)[CH:12]=1)=[O:10])[C:2]1[CH:7]=[CH:6][CH:5]=[CH:4][CH:3]=1. Product: [CH2:1]([O:8][C:9]([C:11]1[CH:20]=[CH:19][C:18]2[C:13](=[CH:14][CH:15]=[C:16]([CH:21]=[O:22])[CH:17]=2)[CH:12]=1)=[O:10])[C:2]1[CH:3]=[CH:4][CH:5]=[CH:6][CH:7]=1. The catalyst class is: 177.